Predict which catalyst facilitates the given reaction. From a dataset of Catalyst prediction with 721,799 reactions and 888 catalyst types from USPTO. (1) Reactant: [CH:1]1[C:10]2[C:5](=[CH:6][CH:7]=[CH:8][CH:9]=2)[CH:4]=[CH:3][C:2]=1B(O)O.Br[C:15]1[C:22]([F:23])=[C:21]([F:24])[C:18]([C:19]#[N:20])=[C:17]([F:25])[C:16]=1[F:26].O.C1(P(C2CCCCC2)C2C=CC=CC=2C2C(OC)=CC=C(S([O-])(=O)=O)C=2OC)CCCCC1.[Na+].[O-]P([O-])([O-])=O.[K+].[K+].[K+]. Product: [F:24][C:21]1[C:22]([F:23])=[C:15]([C:2]2[CH:3]=[CH:4][C:5]3[C:10](=[CH:9][CH:8]=[CH:7][CH:6]=3)[CH:1]=2)[C:16]([F:26])=[C:17]([F:25])[C:18]=1[C:19]#[N:20]. The catalyst class is: 101. (2) Reactant: [H-].[Na+].[I-].[CH3:4][S+](C)(C)=O.[N:9]1[S:10][CH:11]=[C:12]2[C:17](/[CH:18]=[CH:19]/[C:20]([O:22][CH2:23][CH3:24])=[O:21])=[CH:16][CH:15]=[CH:14][C:13]=12.O. Product: [N:9]1[S:10][CH:11]=[C:12]2[C:17]([CH:18]3[CH2:4][CH:19]3[C:20]([O:22][CH2:23][CH3:24])=[O:21])=[CH:16][CH:15]=[CH:14][C:13]=12. The catalyst class is: 16.